Dataset: Full USPTO retrosynthesis dataset with 1.9M reactions from patents (1976-2016). Task: Predict the reactants needed to synthesize the given product. (1) Given the product [OH:2][CH:1]([C:3]1[CH:12]=[C:7]([C:8]([O:10][CH3:11])=[O:9])[CH:6]=[C:5]([CH:4]=1)[C:13]([O:15][CH3:16])=[O:14])[CH2:20][N+:17]([O-:19])=[O:18], predict the reactants needed to synthesize it. The reactants are: [CH:1]([C:3]1[CH:4]=[C:5]([C:13]([O:15][CH3:16])=[O:14])[CH:6]=[C:7]([CH:12]=1)[C:8]([O:10][CH3:11])=[O:9])=[O:2].[N+:17]([CH3:20])([O-:19])=[O:18].C(N(CC)CC)C. (2) Given the product [CH:1]1([NH:4][C:5]2[C:6]3[S:13][CH:12]=[C:11]([C:14]([NH:17][C:18]4[CH:19]=[C:20]([NH:25][C:26](=[O:32])[O:27][C:28]([CH3:30])([CH3:29])[CH3:31])[CH:21]=[CH:22][C:23]=4[CH3:24])=[O:16])[C:7]=3[N:8]=[CH:9][N:10]=2)[CH2:2][CH2:3]1, predict the reactants needed to synthesize it. The reactants are: [CH:1]1([NH:4][C:5]2[C:6]3[S:13][CH:12]=[C:11]([C:14]([OH:16])=O)[C:7]=3[N:8]=[CH:9][N:10]=2)[CH2:3][CH2:2]1.[NH2:17][C:18]1[CH:19]=[C:20]([NH:25][C:26](=[O:32])[O:27][C:28]([CH3:31])([CH3:30])[CH3:29])[CH:21]=[CH:22][C:23]=1[CH3:24].CCN=C=NCCCN(C)C.C1C=CC2N(O)N=NC=2C=1.